Dataset: Full USPTO retrosynthesis dataset with 1.9M reactions from patents (1976-2016). Task: Predict the reactants needed to synthesize the given product. (1) Given the product [CH:3]1[C:13]2[CH2:12][C:11]3([CH2:17][CH2:16][CH:15]([N:18]4[CH2:23][CH2:22][CH:21]([C:24]([OH:26])=[O:25])[CH2:20][CH2:19]4)[CH2:14]3)[C:10]3[CH:29]=[CH:30][CH:31]=[CH:32][C:9]=3[CH2:8][C:7]=2[CH:6]=[CH:5][CH:4]=1, predict the reactants needed to synthesize it. The reactants are: [Li+].[OH-].[CH:3]1[C:13]2[CH2:12][C:11]3([CH2:17][CH2:16][CH:15]([N:18]4[CH2:23][CH2:22][CH:21]([C:24]([O:26]CC)=[O:25])[CH2:20][CH2:19]4)[CH2:14]3)[C:10]3[CH:29]=[CH:30][CH:31]=[CH:32][C:9]=3[CH2:8][C:7]=2[CH:6]=[CH:5][CH:4]=1. (2) Given the product [Cl:12][C:13]1[CH:18]=[C:17]([O:9][C:5]2[CH:6]=[CH:7][CH:8]=[C:3]([O:2][CH3:1])[CH:4]=2)[CH:16]=[CH:15][N:14]=1, predict the reactants needed to synthesize it. The reactants are: [CH3:1][O:2][C:3]1[CH:4]=[C:5]([OH:9])[CH:6]=[CH:7][CH:8]=1.[H-].[Na+].[Cl:12][C:13]1[CH:18]=[C:17]([N+]([O-])=O)[CH:16]=[CH:15][N:14]=1. (3) Given the product [Cl:26][C:5]1[C:6]([C:8]2[C:16]3[C:11](=[CH:12][CH:13]=[CH:14][CH:15]=3)[N:10]([S:17]([C:20]3[CH:25]=[CH:24][CH:23]=[CH:22][CH:21]=3)(=[O:18])=[O:19])[CH:9]=2)=[N:7][C:2]([NH:33][C:29]2[CH:30]=[CH:31][CH:32]=[C:27]([NH2:34])[CH:28]=2)=[N:3][CH:4]=1, predict the reactants needed to synthesize it. The reactants are: Cl[C:2]1[N:7]=[C:6]([C:8]2[C:16]3[C:11](=[CH:12][CH:13]=[CH:14][CH:15]=3)[N:10]([S:17]([C:20]3[CH:25]=[CH:24][CH:23]=[CH:22][CH:21]=3)(=[O:19])=[O:18])[CH:9]=2)[C:5]([Cl:26])=[CH:4][N:3]=1.[C:27]1([NH2:34])[CH:32]=[CH:31][CH:30]=[C:29]([NH2:33])[CH:28]=1. (4) Given the product [F:8][C:4]1[CH:5]=[CH:6][CH:7]=[C:2]([F:1])[C:3]=1[NH:9][C:10](=[O:29])[NH:11][C:12]1[CH:17]=[CH:16][C:15]([C:18]2[CH:22]=[C:21]([C:23]([OH:25])=[O:24])[O:20][N:19]=2)=[CH:14][C:13]=1[CH3:28], predict the reactants needed to synthesize it. The reactants are: [F:1][C:2]1[CH:7]=[CH:6][CH:5]=[C:4]([F:8])[C:3]=1[NH:9][C:10](=[O:29])[NH:11][C:12]1[CH:17]=[CH:16][C:15]([C:18]2[CH:22]=[C:21]([C:23]([O:25]CC)=[O:24])[O:20][N:19]=2)=[CH:14][C:13]=1[CH3:28].[OH-].[Na+].Cl. (5) Given the product [C:13]([N:21]1[CH2:26][CH2:25][CH:24]([CH:27]=[O:28])[CH2:23][CH2:22]1)(=[O:20])[C:14]1[CH:15]=[CH:16][CH:17]=[CH:18][CH:19]=1, predict the reactants needed to synthesize it. The reactants are: [Cr](Cl)([O-])(=O)=O.[NH+]1C=CC=CC=1.[Cl-].[C:13]([N:21]1[CH2:26][CH2:25][CH:24]([CH2:27][OH:28])[CH2:23][CH2:22]1)(=[O:20])[C:14]1[CH:19]=[CH:18][CH:17]=[CH:16][CH:15]=1.